Dataset: Catalyst prediction with 721,799 reactions and 888 catalyst types from USPTO. Task: Predict which catalyst facilitates the given reaction. (1) The catalyst class is: 70. Reactant: Cl[C:2]1[C:11]([N:12]([CH:14]([CH3:16])[CH3:15])[CH3:13])=[N:10][C:9]2[C:4](=[CH:5][CH:6]=[C:7]([C:17]([O:19][CH3:20])=[O:18])[CH:8]=2)[N:3]=1.[NH:21]1[CH:25]=[C:24](B(O)O)[CH:23]=[N:22]1.[O-]P([O-])([O-])=O.[K+].[K+].[K+]. Product: [CH:14]([N:12]([CH3:13])[C:11]1[C:2]([C:24]2[CH:25]=[N:21][NH:22][CH:23]=2)=[N:3][C:4]2[C:9]([N:10]=1)=[CH:8][C:7]([C:17]([O:19][CH3:20])=[O:18])=[CH:6][CH:5]=2)([CH3:16])[CH3:15]. (2) Product: [ClH:20].[CH2:18]([N:3]([CH2:1][CH3:2])[C:4](=[O:17])[C@@H:5]1[CH2:9][CH2:8][CH2:7][NH:6]1)[CH3:19]. Reactant: [CH2:1]([N:3]([CH2:18][CH3:19])[C:4](=[O:17])[C@@H:5]1[CH2:9][CH2:8][CH2:7][N:6]1CC1C=CC=CC=1)[CH3:2].[ClH:20]. The catalyst class is: 5. (3) Reactant: [C:1]([C:5]1[O:9][N:8]=[C:7]([C:10]([NH:12][CH2:13][C:14]2[CH:19]=[CH:18][C:17]([C:20]3[CH:25]=[CH:24][N:23]=[C:22]4[NH:26][C:27]([C:29]5[CH:30]=[N:31][N:32]([CH2:34][CH2:35][N:36]6C(=O)C7C(=CC=CC=7)C6=O)[CH:33]=5)=[N:28][C:21]=34)=[CH:16][C:15]=2[F:47])=[O:11])[N:6]=1)([CH3:4])([CH3:3])[CH3:2].O.NN. Product: [NH2:36][CH2:35][CH2:34][N:32]1[CH:33]=[C:29]([C:27]2[NH:26][C:22]3=[N:23][CH:24]=[CH:25][C:20]([C:17]4[CH:18]=[CH:19][C:14]([CH2:13][NH:12][C:10]([C:7]5[N:6]=[C:5]([C:1]([CH3:2])([CH3:4])[CH3:3])[O:9][N:8]=5)=[O:11])=[C:15]([F:47])[CH:16]=4)=[C:21]3[N:28]=2)[CH:30]=[N:31]1. The catalyst class is: 40. (4) Reactant: C(O[CH:4]=[CH:5][C:6]1[N:14]=[CH:13][N:12]=[C:11]2[C:7]=1[NH:8][CH:9]=[N:10]2)C.C(=O)(O)[O-:16].[Na+]. Product: [N:14]1[C:6]([C:5](=[O:16])[CH3:4])=[C:7]2[C:11]([N:10]=[CH:9][NH:8]2)=[N:12][CH:13]=1. The catalyst class is: 33. (5) Reactant: [CH:1]([NH2:4])([CH3:3])[CH3:2].CCN(C(C)C)C(C)C.[CH3:14][C:15]([O:18][C:19]([N:21]([C:39]([O:41][C:42]([CH3:45])([CH3:44])[CH3:43])=[O:40])[N:22]([C:30]1[C:35]([F:36])=[C:34](Cl)[N:33]=[C:32]([Cl:38])[N:31]=1)[C:23]([O:25][C:26]([CH3:29])([CH3:28])[CH3:27])=[O:24])=[O:20])([CH3:17])[CH3:16]. Product: [CH3:17][C:15]([O:18][C:19]([N:21]([C:39]([O:41][C:42]([CH3:45])([CH3:44])[CH3:43])=[O:40])[N:22]([C:30]1[C:35]([F:36])=[C:34]([NH:4][CH:1]([CH3:3])[CH3:2])[N:33]=[C:32]([Cl:38])[N:31]=1)[C:23]([O:25][C:26]([CH3:27])([CH3:28])[CH3:29])=[O:24])=[O:20])([CH3:14])[CH3:16]. The catalyst class is: 369. (6) Reactant: [BH4-].[Na+].[Cl:3][C:4]1[CH:5]=[C:6]([C:14]2[O:18][N:17]=[C:16]([C:19]3[CH:20]=[CH:21][CH:22]=[C:23]4[C:27]=3[N:26]([CH3:28])[CH:25]=[C:24]4[CH2:29][CH2:30][C:31](O)=[O:32])[N:15]=2)[CH:7]=[CH:8][C:9]=1[O:10][CH:11]([CH3:13])[CH3:12].II. Product: [Cl:3][C:4]1[CH:5]=[C:6]([C:14]2[O:18][N:17]=[C:16]([C:19]3[CH:20]=[CH:21][CH:22]=[C:23]4[C:27]=3[N:26]([CH3:28])[CH:25]=[C:24]4[CH2:29][CH2:30][CH2:31][OH:32])[N:15]=2)[CH:7]=[CH:8][C:9]=1[O:10][CH:11]([CH3:12])[CH3:13]. The catalyst class is: 1. (7) Reactant: [CH3:1][C:2]1[N:3]=[C:4]([C:32](O)=[O:33])[S:5][C:6]=1[C:7]1[CH:8]=[CH:9][C:10]2[N:11]([C:13]([C:16](=[O:31])[NH:17][C:18]3[CH:23]=[C:22]([C:24]4[N:28]=[C:27]([CH3:29])[O:26][N:25]=4)[CH:21]=[CH:20][C:19]=3[CH3:30])=[CH:14][N:15]=2)[CH:12]=1.CN(C(ON1N=NC2C=CC=NC1=2)=[N+](C)C)C.F[P-](F)(F)(F)(F)F.CCN(C(C)C)C(C)C.[O:68]1[CH2:73][CH2:72][N:71]([CH2:74][CH2:75][NH2:76])[CH2:70][CH2:69]1. Product: [CH3:1][C:2]1[N:3]=[C:4]([C:32]([NH:76][CH2:75][CH2:74][N:71]2[CH2:72][CH2:73][O:68][CH2:69][CH2:70]2)=[O:33])[S:5][C:6]=1[C:7]1[CH:8]=[CH:9][C:10]2[N:11]([C:13]([C:16](=[O:31])[NH:17][C:18]3[CH:23]=[C:22]([C:24]4[N:28]=[C:27]([CH3:29])[O:26][N:25]=4)[CH:21]=[CH:20][C:19]=3[CH3:30])=[CH:14][N:15]=2)[CH:12]=1. The catalyst class is: 3.